From a dataset of Reaction yield outcomes from USPTO patents with 853,638 reactions. Predict the reaction yield, written as a fraction of the theoretical maximum amount of product (1.0 means a 100% yield; for example, 0.34 means a 34% yield). (1) The reactants are [P:1]([O:13][CH2:14][CH2:15][N:16]1[CH2:21][CH2:20][N:19]([CH2:22][CH2:23][C@@H:24]([NH:33][C:34]2[CH:39]=[CH:38][C:37]([S:40](=[O:79])(=[O:78])[NH:41][C:42](=[O:77])[C:43]3[CH:48]=[CH:47][C:46]([N:49]4[CH2:54][CH2:53][CH:52]([C@@H:55]([O:69][Si](C(C)(C)C)(C)C)[C:56]5[CH:61]=[CH:60][CH:59]=[CH:58][C:57]=5[C:62]5[CH:67]=[CH:66][C:65]([Cl:68])=[CH:64][CH:63]=5)[CH2:51][CH2:50]4)=[CH:45][CH:44]=3)=[CH:36][C:35]=2[S:80]([C:83]([F:86])([F:85])[F:84])(=[O:82])=[O:81])[CH2:25][S:26][C:27]2[CH:32]=[CH:31][CH:30]=[CH:29][CH:28]=2)[CH2:18][CH2:17]1)([O:8]C(C)(C)C)([O:3]C(C)(C)C)=[O:2].Cl. The catalyst is C(Cl)Cl. The product is [P:1]([OH:3])([OH:8])([O:13][CH2:14][CH2:15][N:16]1[CH2:17][CH2:18][N:19]([CH2:22][CH2:23][C@@H:24]([NH:33][C:34]2[CH:39]=[CH:38][C:37]([S:40](=[O:79])(=[O:78])[NH:41][C:42](=[O:77])[C:43]3[CH:44]=[CH:45][C:46]([N:49]4[CH2:54][CH2:53][CH:52]([C@H:55]([C:56]5[CH:61]=[CH:60][CH:59]=[CH:58][C:57]=5[C:62]5[CH:63]=[CH:64][C:65]([Cl:68])=[CH:66][CH:67]=5)[OH:69])[CH2:51][CH2:50]4)=[CH:47][CH:48]=3)=[CH:36][C:35]=2[S:80]([C:83]([F:84])([F:86])[F:85])(=[O:81])=[O:82])[CH2:25][S:26][C:27]2[CH:28]=[CH:29][CH:30]=[CH:31][CH:32]=2)[CH2:20][CH2:21]1)=[O:2]. The yield is 0.350. (2) The reactants are [Br:1][C:2]1[CH:3]=[CH:4][C:5]([O:10][CH3:11])=[C:6]([CH:9]=1)C=O.ClC1C=C(C=CC=1)C(OO)=[O:17]. The catalyst is C(Cl)Cl. The product is [Br:1][C:2]1[CH:3]=[CH:4][C:5]([O:10][CH3:11])=[C:6]([OH:17])[CH:9]=1. The yield is 0.900. (3) The reactants are [C:1]([C:5]1[C:6]([O:12][CH2:13][O:14]C)=[C:7]([CH3:11])[CH:8]=[CH:9][CH:10]=1)([CH3:4])([CH3:3])[CH3:2].CN(CCN(C)C)C.[Li]C(CC)C.C(=O)=O. The catalyst is C1COCC1.C(OCC)(=O)C. The product is [C:1]([C:5]1[C:6]2[O:12][C:13](=[O:14])[CH2:11][C:7]=2[CH:8]=[CH:9][CH:10]=1)([CH3:4])([CH3:3])[CH3:2]. The yield is 0.370. (4) The reactants are [C:1]1(Cl)[CH:6]=[CH:5][CH:4]=[CH:3][CH:2]=1.[C:8]1(B(O)O)[CH:13]=[CH:12][CH:11]=[CH:10][CH:9]=1.[F-].[Cs+]. The catalyst is O1CCOCC1.CCCCCC.O.C1CC=CCCC=C1.C1CC=CCCC=C1.[Ni]. The product is [C:1]1([C:8]2[CH:13]=[CH:12][CH:11]=[CH:10][CH:9]=2)[CH:6]=[CH:5][CH:4]=[CH:3][CH:2]=1. The yield is 0.260. (5) The reactants are [F:1][C:2]1[CH:7]=[CH:6][C:5]([CH:8]2[CH2:12][CH2:11][CH2:10][C:9]2=[O:13])=[CH:4][CH:3]=1.[C:14](Cl)([N:16]=[C:17]=[O:18])=[O:15]. The catalyst is C(OCC)(=O)C. The product is [F:1][C:2]1[CH:3]=[CH:4][C:5]([CH:8]2[C:9]3[O:13][C:17](=[O:18])[NH:16][C:14](=[O:15])[C:10]=3[CH2:11][CH2:12]2)=[CH:6][CH:7]=1. The yield is 0.525. (6) The reactants are Cl.CC1(C)[O:7][C@H:6]2[CH2:8][CH2:9][CH2:10][C@H:11]([NH:12][C:13]3[C:18]([C:19]4[CH:20]=[N:21][N:22]([CH3:24])[CH:23]=4)=[CH:17][N:16]=[C:15]([C:25]4[CH:30]=[CH:29][CH:28]=[C:27]([C:31]5[CH:32]=[N:33][N:34]([CH3:36])[CH:35]=5)[CH:26]=4)[N:14]=3)[C@H:5]2[O:4]1. The catalyst is CO. The product is [CH3:24][N:22]1[CH:23]=[C:19]([C:18]2[C:13]([NH:12][C@H:11]3[CH2:10][CH2:9][CH2:8][C@H:6]([OH:7])[C@@H:5]3[OH:4])=[N:14][C:15]([C:25]3[CH:30]=[CH:29][CH:28]=[C:27]([C:31]4[CH:32]=[N:33][N:34]([CH3:36])[CH:35]=4)[CH:26]=3)=[N:16][CH:17]=2)[CH:20]=[N:21]1. The yield is 0.820. (7) The reactants are [Br:1][C:2]1[S:3][C:4]([Br:10])=[CH:5][C:6]=1[N+:7]([O-])=O.[C:11](OC(=O)C)(=[O:13])[CH3:12]. The catalyst is [Fe]. The product is [Br:1][C:2]1[S:3][C:4]([Br:10])=[CH:5][C:6]=1[NH:7][C:11](=[O:13])[CH3:12]. The yield is 0.580.